From a dataset of Forward reaction prediction with 1.9M reactions from USPTO patents (1976-2016). Predict the product of the given reaction. (1) Given the reactants [OH:1][C:2]1[CH:3]=[C:4]2[C:9](=[CH:10][CH:11]=1)[C:8]([C:12](=[O:28])[C:13]1[CH:18]=[CH:17][C:16]([O:19][CH2:20][CH2:21][N:22]3[CH2:27][CH2:26][CH2:25][CH2:24][CH2:23]3)=[CH:15][CH:14]=1)=[C:7]([O:29][S:30]([C:33]([F:36])([F:35])[F:34])(=[O:32])=[O:31])[CH:6]=[CH:5]2.[CH2:37](O)[C:38]1[CH:43]=[CH:42][CH:41]=[CH:40][CH:39]=1.C1C=CC(P(C2C=CC=CC=2)C2C=CC=CC=2)=CC=1.CC(OC(/N=N/C(OC(C)C)=O)=O)C, predict the reaction product. The product is: [CH2:37]([O:1][C:2]1[CH:3]=[C:4]2[C:9](=[CH:10][CH:11]=1)[C:8]([C:12](=[O:28])[C:13]1[CH:14]=[CH:15][C:16]([O:19][CH2:20][CH2:21][N:22]3[CH2:27][CH2:26][CH2:25][CH2:24][CH2:23]3)=[CH:17][CH:18]=1)=[C:7]([O:29][S:30]([C:33]([F:35])([F:36])[F:34])(=[O:32])=[O:31])[CH:6]=[CH:5]2)[C:38]1[CH:43]=[CH:42][CH:41]=[CH:40][CH:39]=1. (2) Given the reactants [Br:1][C:2]1[CH:3]=[CH:4][C:5]([CH3:9])=[C:6]([OH:8])[CH:7]=1.[C:10]([O-])([O-])=O.[Cs+].[Cs+].IC, predict the reaction product. The product is: [Br:1][C:2]1[CH:3]=[CH:4][C:5]([CH3:9])=[C:6]([O:8][CH3:10])[CH:7]=1. (3) The product is: [NH2:1][C:2]1[N:3]=[C:5]([NH:4][C:7]2[CH:8]=[CH:9][C:10]([N:13]3[CH2:14][CH2:15][N:16]([CH3:19])[CH2:17][CH2:18]3)=[CH:11][CH:12]=2)[S:6][C:21]=1[C:22]([C:24]1[CH:29]=[CH:28][CH:27]=[C:26]([O:30][CH:31]([F:32])[F:33])[CH:25]=1)=[O:23]. Given the reactants [N:1]#[C:2][NH2:3].[N:4]([C:7]1[CH:12]=[CH:11][C:10]([N:13]2[CH2:18][CH2:17][N:16]([CH3:19])[CH2:15][CH2:14]2)=[CH:9][CH:8]=1)=[C:5]=[S:6].Br[CH2:21][C:22]([C:24]1[CH:29]=[CH:28][CH:27]=[C:26]([O:30][CH:31]([F:33])[F:32])[CH:25]=1)=[O:23], predict the reaction product. (4) The product is: [Cl:39][C:36]1[CH:37]=[CH:38][C:33]([C@@:13]23[O:32][C@@:10]([CH2:50][F:51])([CH2:11][O:12]2)[C@@H:9]([OH:8])[C@H:15]([OH:16])[C@H:14]3[OH:24])=[CH:34][C:35]=1[CH2:40][C:41]1[CH:42]=[CH:43][C:44]([O:47][CH2:48][CH3:49])=[CH:45][CH:46]=1. Given the reactants C([O:8][C@H:9]1[C@H:15]([O:16]CC2C=CC=CC=2)[C@@H:14]([O:24]CC2C=CC=CC=2)[C@:13]2([C:33]3[CH:38]=[CH:37][C:36]([Cl:39])=[C:35]([CH2:40][C:41]4[CH:46]=[CH:45][C:44]([O:47][CH2:48][CH3:49])=[CH:43][CH:42]=4)[CH:34]=3)[O:32][C@@:10]1([CH2:50][F:51])[CH2:11][O:12]2)C1C=CC=CC=1.C(O)=O.C(OCC)(=O)C, predict the reaction product. (5) Given the reactants [N:1]1[N:2]([C:6]2[CH:33]=[CH:32][CH:31]=[CH:30][C:7]=2[C:8]([N:10]2[C@H:15]([CH3:16])[CH2:14][CH2:13][C@@H:12]([O:17][C:18]3[N:27]=[CH:26][CH:25]=[C:24]([CH2:28][CH3:29])[C:19]=3[C:20](OC)=[O:21])[CH2:11]2)=[O:9])[N:3]=[CH:4][CH:5]=1.[BH4-].[Li+], predict the reaction product. The product is: [CH2:28]([C:24]1[CH:25]=[CH:26][N:27]=[C:18]([O:17][C@@H:12]2[CH2:13][CH2:14][C@@H:15]([CH3:16])[N:10]([C:8]([C:7]3[CH:30]=[CH:31][CH:32]=[CH:33][C:6]=3[N:2]3[N:3]=[CH:4][CH:5]=[N:1]3)=[O:9])[CH2:11]2)[C:19]=1[CH2:20][OH:21])[CH3:29]. (6) Given the reactants [ClH:1].Cl.[CH3:3][N:4]1[CH2:9][CH2:8][N:7]([CH2:10][CH:11](C2(O)CCCCCCC2)[C:12]2[C:21]3[C:16](=[CH:17][CH:18]=[CH:19][CH:20]=3)[CH:15]=[CH:14][CH:13]=2)[CH2:6][CH2:5]1.Cl.Cl.C1(C([C:51]2([OH:59])[CH2:58][CH2:57][CH2:56][CH2:55][CH2:54][CH2:53][CH2:52]2)CN2CCNCC2)C2C(=CC=CC=2)C=CC=1, predict the reaction product. The product is: [ClH:1].[ClH:1].[CH3:3][N:4]1[CH2:5][CH2:6][N:7]([CH2:10][CH:11]([CH:52]2[CH2:53][CH2:54][CH2:55][CH2:56][CH2:57][CH2:58][CH:51]2[OH:59])[C:12]2[C:21]3[C:16](=[CH:17][CH:18]=[CH:19][CH:20]=3)[CH:15]=[CH:14][CH:13]=2)[CH2:8][CH2:9]1.